This data is from TCR-epitope binding with 47,182 pairs between 192 epitopes and 23,139 TCRs. The task is: Binary Classification. Given a T-cell receptor sequence (or CDR3 region) and an epitope sequence, predict whether binding occurs between them. (1) The epitope is YVLDHLIVV. The TCR CDR3 sequence is CASSLAVEGVSRMNTEAFF. Result: 1 (the TCR binds to the epitope). (2) The epitope is ALSKGVHFV. The TCR CDR3 sequence is CASSPEGVGGGEQYF. Result: 0 (the TCR does not bind to the epitope). (3) The epitope is KLPDDFTGCV. The TCR CDR3 sequence is CASSQDEDRGQYQETQYF. Result: 1 (the TCR binds to the epitope).